Dataset: Catalyst prediction with 721,799 reactions and 888 catalyst types from USPTO. Task: Predict which catalyst facilitates the given reaction. Reactant: I[C:2]1[CH:7]=[CH:6][CH:5]=[CH:4][C:3]=1I.[CH2:9]([C:13]1[CH:18]=[CH:17][C:16]([NH:19][C:20]2[CH:25]=[CH:24][C:23]([C:26]([CH3:29])([CH3:28])[CH3:27])=[CH:22][CH:21]=2)=[CH:15][CH:14]=1)[CH2:10][CH2:11][CH3:12].[OH-].[K+]. Product: [CH2:12]([C:2]1[CH:7]=[CH:6][C:5]([N:19]([C:20]2[CH:21]=[CH:22][C:23]([C:26]([CH3:28])([CH3:27])[CH3:29])=[CH:24][CH:25]=2)[C:16]2[CH:17]=[CH:18][C:13]([N:19]([C:16]3[CH:17]=[CH:18][C:13]([CH2:9][CH2:10][CH2:11][CH3:12])=[CH:14][CH:15]=3)[C:20]3[CH:21]=[CH:22][C:23]([C:26]([CH3:28])([CH3:27])[CH3:29])=[CH:24][CH:25]=3)=[CH:14][CH:15]=2)=[CH:4][CH:3]=1)[CH2:11][CH2:10][CH3:9]. The catalyst class is: 536.